This data is from Full USPTO retrosynthesis dataset with 1.9M reactions from patents (1976-2016). The task is: Predict the reactants needed to synthesize the given product. (1) Given the product [F:15][C:16]([F:21])([F:20])[C:17]([N:1]=[C:2]1[CH:7]=[CH:6][CH:5]=[CH:4][NH:3]1)=[O:18], predict the reactants needed to synthesize it. The reactants are: [NH2:1][C:2]1[CH:7]=[CH:6][CH:5]=[CH:4][N:3]=1.C(N(CC)CC)C.[F:15][C:16]([F:21])([F:20])[C:17](O)=[O:18].O. (2) Given the product [Br:1][C:13]1[S:9][C:10]([CH:14]([O:20][C:21](=[O:23])[NH2:22])[CH2:15][C:16]([N:18]=[O:19])=[O:17])=[CH:11][CH:12]=1, predict the reactants needed to synthesize it. The reactants are: [Br:1]N1C(=O)CCC1=O.[S:9]1[CH:13]=[CH:12][CH:11]=[C:10]1[CH:14]([O:20][C:21](=[O:23])[NH2:22])[CH2:15][C:16]([N:18]=[O:19])=[O:17].C(Cl)(Cl)Cl.C(O)(=O)C. (3) Given the product [NH2:22][C:19]1[CH:20]=[CH:21][C:16]([NH:23][CH:3]=[C:4]2[C:13]3[C:8](=[CH:9][CH:10]=[CH:11][CH:12]=3)[C:7](=[O:14])[NH:6][C:5]2=[O:15])=[CH:17][CH:18]=1, predict the reactants needed to synthesize it. The reactants are: CO[CH:3]=[C:4]1[C:13]2[C:8](=[CH:9][CH:10]=[CH:11][CH:12]=2)[C:7](=[O:14])[NH:6][C:5]1=[O:15].[C:16]1([NH2:23])[CH:21]=[CH:20][C:19]([NH2:22])=[CH:18][CH:17]=1.